From a dataset of B-cell epitopes from IEDB database with 3,159 antigens for binding position prediction. Token-level Classification. Given an antigen amino acid sequence, predict which amino acid positions are active epitope sites capable of antibody binding. Output is a list of indices for active positions. (1) Given the antigen sequence: MKNNLRYGIRKHKLGAASVFLGTMIVVGMGQDKEAAASEQKTTTVEENGNSATDNKTSETQTTATNVNHIEETQSYNATVTEQPSNATQVTTEEAPKAVQAPQTAQPANIETVKEEVVKEEAKPQVKETTQSQDNSGDQRQVDLTPKKATQNQVAETQVEVAQPRTASESKPRVTRSADVAEAKEASNAKVETGTDVTSKVTVEIGSIEGHNNTNKVEPHAGQRAVLKYKLKFENGLHQGDYFDFTLSNNVNTHGVSTARKVPEIKNGSVVMATGEVLEGGKIRYTFTNDIEDKVDVTAELEINLFIDPKTVQTNGNQTITSTLNEEQTSKELDVKYKDGIGNYYANLNGSIETFNKANNRFSHVAFIKPNNGKTTSVTVTGTLMKGSNQNGNQPKVRIFEYLGNNEDIAKSVYANTTDTSKFKEVTSNMSGNLNLQNNGSYSLNIENLDKTYVVHYDGEYLNGTDEVDFRTQMVGHPEQLYKYYYDRGYTLTWDNGLVL..., which amino acid positions are active epitope sites? The epitope positions are: [762, 763, 764, 765, 766, 767, 768, 769, 770, 771]. The amino acids at these positions are: KYEQGGNIVD. (2) Given the antigen sequence: TSSVQPEDMIETRYVITDQTRDETSIESFLGRSGCIAMIEFNTSSDKVEHDKIGKGFKTWKISLQEMAQIRRKFELFTYTRFDSEITIVTAAATKGDDNGHIVLQF, which amino acid positions are active epitope sites? The epitope positions are: [49, 50, 51, 52, 53, 54, 55, 56, 57, 58, 59, 60, 61, 62, 63, 64, 65, 66, 67, 68]. The amino acids at these positions are: HDKIGKGFKTWKISLQEMAQ. (3) Given the antigen sequence: MKKIMLIASAMSALSLPFSASAIELGEEGLECGPYAKVGVVGGMITGVESARLDPADAEGKKHLSLTNGLPFGGTLAAGMTIAPGFRAEIGVMYLTNITAQVEEGKVKADSVGETKADSVGGKDAPIRKRFKLTPPQPTIMPISIAVRDFGIDIPNQTSAASTSRSLRLNDEQRAAARIAWLKNCAGIDYRVKNPNDPNGPMVINPILLNIPQGNPNPVGNPPQRANPPAGFAIHNHEQWRHLVVGLAALSNANKPSASPVKVLSDKITQIYSDIKHLADIAGIDVPDTSLPNSASVEQIQNKMQELNDLLEELRESFDGYLGGNAFANQIQLNFVMPQQAQQQGQGQQQQAQATAQEAVAAAAVRLLNGNDQIAQLYKDLVKLQRHAGIKKAMEKLAAQQEEDAKNQGEGDCKQQQGTSEKSKKGKDKEAEFDLSMIVGQVKLYADVMITESVSIYAGVGAGLAYTSGKIDNKDIKGHTGMVASGALGVAINAAEGVYV..., which amino acid positions are active epitope sites? The epitope positions are: [116, 117, 118, 119, 120, 121, 122, 123]. The amino acids at these positions are: ADSVGGKD. (4) Given the antigen sequence: MPEEVHLGEKEVETFAFQAEIAQLMSLIINTFYSNKEIFLWELISNASDALDKIRYESLTDPSKLDSGKELKIDIIPNTQEHTLTLVDTGIGMTKADLINNLGTIAKFQDQTEYLEEMQVKEVVEKHSQFLGYPITLYLEKEREKEISDGKAEEEKGEKEEENKDDEEKPKIEDVGSDEEDDSGKDKKKKTKKIKEKYIDQEELNKTKPIWTRNTEDITQEEYGEFYKSLTNDWKDHLAVRYFSVEEYVSRMKEIQKSIYYITGESKEQVANSAFVEQVWKRDSRVVYMTEPIDGYQLKEFDGKSLVSVTKEGLELPEDGEEKKRMEERKAKFENLCKFMKETLDKKVEMVTVSNRLVSSSCCIVTSTYSWTANMEQIMKA, which amino acid positions are active epitope sites? The epitope positions are: [15, 16, 17, 18, 19, 20, 21, 22, 23, 24, 25, 26, 27, 28, 29]. The amino acids at these positions are: AFQAEIAQLMSLIIN.